This data is from Full USPTO retrosynthesis dataset with 1.9M reactions from patents (1976-2016). The task is: Predict the reactants needed to synthesize the given product. Given the product [C:11]([CH2:10][CH:7]1[C:6]2[C:1]3[N:2]([N:13]=[C:29]([CH3:30])[C:28]=3[C:27]([O:32][CH2:33][CH3:34])=[O:31])[CH:3]=[CH:4][C:5]=2[CH2:9][CH2:8]1)#[N:12], predict the reactants needed to synthesize it. The reactants are: [CH:1]1[C:6]2[CH:7]([CH2:10][C:11]#[N:12])[CH2:8][CH2:9][C:5]=2[CH:4]=[CH:3][N:2]=1.[NH2:13]OC1C=CC([N+]([O-])=O)=CC=1[N+]([O-])=O.[C:27]([O:32][CH2:33][CH3:34])(=[O:31])[C:28]#[C:29][CH3:30].C(=O)([O-])[O-].[K+].[K+].